From a dataset of Full USPTO retrosynthesis dataset with 1.9M reactions from patents (1976-2016). Predict the reactants needed to synthesize the given product. Given the product [Cl:8][C:9]1[CH:10]=[C:11]([C:16]2[C:28]([O:29][CH3:30])=[CH:27][C:19]([C:20]([NH:22][S:23]([CH3:26])(=[O:24])=[O:25])=[O:21])=[C:18]([F:31])[CH:17]=2)[CH:12]=[N:13][C:14]=1[O:7][CH:5]([CH:1]1[CH2:4][CH2:3][CH2:2]1)[CH3:6], predict the reactants needed to synthesize it. The reactants are: [CH:1]1([CH:5]([OH:7])[CH3:6])[CH2:4][CH2:3][CH2:2]1.[Cl:8][C:9]1[CH:10]=[C:11]([C:16]2[C:28]([O:29][CH3:30])=[CH:27][C:19]([C:20]([NH:22][S:23]([CH3:26])(=[O:25])=[O:24])=[O:21])=[C:18]([F:31])[CH:17]=2)[CH:12]=[N:13][C:14]=1F.C(=O)([O-])[O-].[Cs+].[Cs+].